From a dataset of NCI-60 drug combinations with 297,098 pairs across 59 cell lines. Regression. Given two drug SMILES strings and cell line genomic features, predict the synergy score measuring deviation from expected non-interaction effect. (1) Drug 1: C1CCC(CC1)NC(=O)N(CCCl)N=O. Drug 2: C1=CN(C(=O)N=C1N)C2C(C(C(O2)CO)O)O.Cl. Cell line: HCC-2998. Synergy scores: CSS=26.1, Synergy_ZIP=1.34, Synergy_Bliss=3.15, Synergy_Loewe=-4.16, Synergy_HSA=3.60. (2) Drug 1: C(=O)(N)NO. Drug 2: CC12CCC3C(C1CCC2OP(=O)(O)O)CCC4=C3C=CC(=C4)OC(=O)N(CCCl)CCCl.[Na+]. Cell line: MALME-3M. Synergy scores: CSS=-0.520, Synergy_ZIP=5.80, Synergy_Bliss=8.59, Synergy_Loewe=-3.55, Synergy_HSA=-2.43. (3) Drug 1: C1=C(C(=O)NC(=O)N1)F. Synergy scores: CSS=40.1, Synergy_ZIP=2.15, Synergy_Bliss=0.498, Synergy_Loewe=-3.53, Synergy_HSA=-2.27. Drug 2: CC1=C(C(CCC1)(C)C)C=CC(=CC=CC(=CC(=O)O)C)C. Cell line: SW-620. (4) Drug 1: CS(=O)(=O)C1=CC(=C(C=C1)C(=O)NC2=CC(=C(C=C2)Cl)C3=CC=CC=N3)Cl. Drug 2: CC=C1C(=O)NC(C(=O)OC2CC(=O)NC(C(=O)NC(CSSCCC=C2)C(=O)N1)C(C)C)C(C)C. Cell line: HT29. Synergy scores: CSS=64.6, Synergy_ZIP=-0.600, Synergy_Bliss=-1.25, Synergy_Loewe=-47.1, Synergy_HSA=-3.59. (5) Drug 1: C1=CC(=CC=C1CCC2=CNC3=C2C(=O)NC(=N3)N)C(=O)NC(CCC(=O)O)C(=O)O. Drug 2: CC1=C(N=C(N=C1N)C(CC(=O)N)NCC(C(=O)N)N)C(=O)NC(C(C2=CN=CN2)OC3C(C(C(C(O3)CO)O)O)OC4C(C(C(C(O4)CO)O)OC(=O)N)O)C(=O)NC(C)C(C(C)C(=O)NC(C(C)O)C(=O)NCCC5=NC(=CS5)C6=NC(=CS6)C(=O)NCCC[S+](C)C)O. Cell line: DU-145. Synergy scores: CSS=16.1, Synergy_ZIP=-4.04, Synergy_Bliss=0.336, Synergy_Loewe=2.31, Synergy_HSA=2.77. (6) Drug 1: C1=NC2=C(N1)C(=S)N=C(N2)N. Drug 2: CC1C(C(CC(O1)OC2CC(CC3=C2C(=C4C(=C3O)C(=O)C5=CC=CC=C5C4=O)O)(C(=O)C)O)N)O. Cell line: SF-295. Synergy scores: CSS=51.3, Synergy_ZIP=-11.6, Synergy_Bliss=-10.2, Synergy_Loewe=-8.14, Synergy_HSA=-6.20.